From a dataset of Full USPTO retrosynthesis dataset with 1.9M reactions from patents (1976-2016). Predict the reactants needed to synthesize the given product. (1) Given the product [CH2:39]([N:23]([CH2:21][CH3:22])[C:24](=[O:38])[C:25]1[CH:30]=[CH:29][CH:28]=[CH:27][C:26]=1[CH:31]([C:41]1([OH:45])[CH2:44][CH2:43][CH2:42]1)[N:32]1[C:36]([I:37])=[CH:35][N:34]=[CH:33]1)[CH3:40], predict the reactants needed to synthesize it. The reactants are: C(NC(C)C)(C)C.[Li]CCCC.[Li+].CC([N-]C(C)C)C.[CH2:21]([N:23]([CH2:39][CH3:40])[C:24](=[O:38])[C:25]1[CH:30]=[CH:29][CH:28]=[CH:27][C:26]=1[CH2:31][N:32]1[C:36]([I:37])=[CH:35][N:34]=[CH:33]1)[CH3:22].[C:41]1(=[O:45])[CH2:44][CH2:43][CH2:42]1. (2) Given the product [Br:10][C:4]1[N:3]=[C:2]([C:27]#[C:26][CH2:25][CH:22]2[CH2:23][O:24][C@@H:18]3[C@H:17]([O:16][Si:15]([C:11]([CH3:14])([CH3:13])[CH3:12])([CH3:29])[CH3:28])[CH2:21][O:20][C@H:19]23)[C:7]([NH2:8])=[CH:6][C:5]=1[Cl:9], predict the reactants needed to synthesize it. The reactants are: Br[C:2]1[C:7]([NH2:8])=[CH:6][C:5]([Cl:9])=[C:4]([Br:10])[N:3]=1.[C:11]([Si:15]([CH3:29])([CH3:28])[O:16][C@@H:17]1[CH2:21][O:20][C@@H:19]2[CH:22]([CH2:25][C:26]#[CH:27])[CH2:23][O:24][C@H:18]12)([CH3:14])([CH3:13])[CH3:12].C(N(CC)CC)C. (3) Given the product [Cl:23][C:24]1[CH:25]=[CH:26][C:27]([CH:47]=[O:48])=[C:28]2[C:32]=1[N:31]=[C:30]1[N:33]([C:37]3[C:38]([CH3:46])=[N:39][C:40]([N:43]([CH3:45])[CH3:44])=[CH:41][CH:42]=3)[CH2:34][CH2:35][CH2:36][N:29]21, predict the reactants needed to synthesize it. The reactants are: CC(OI1(OC(C)=O)(OC(C)=O)OC(=O)C2C=CC=CC1=2)=O.[Cl:23][C:24]1[C:32]2[N:31]=[C:30]3[N:33]([C:37]4[C:38]([CH3:46])=[N:39][C:40]([N:43]([CH3:45])[CH3:44])=[CH:41][CH:42]=4)[CH2:34][CH2:35][CH2:36][N:29]3[C:28]=2[C:27]([CH2:47][OH:48])=[CH:26][CH:25]=1.